Dataset: Reaction yield outcomes from USPTO patents with 853,638 reactions. Task: Predict the reaction yield, written as a fraction of the theoretical maximum amount of product (1.0 means a 100% yield; for example, 0.34 means a 34% yield). (1) The reactants are [NH2:1][C@@H:2]([CH2:5][N:6]([CH2:17][CH3:18])[C:7]1[CH:8]=[N:9][C:10]([C:13]([F:16])([F:15])[F:14])=[CH:11][CH:12]=1)[CH2:3][OH:4].C([O-])([O-])=O.[K+].[K+].[N:25]#[C:26]Br.C(OC(=O)C)C. The yield is 0.460. The product is [NH2:25][C:26]1[O:4][CH2:3][C@H:2]([CH2:5][N:6]([CH2:17][CH3:18])[C:7]2[CH:8]=[N:9][C:10]([C:13]([F:16])([F:14])[F:15])=[CH:11][CH:12]=2)[N:1]=1. The catalyst is C1COCC1.O. (2) The reactants are [Br:1][C:2]1[CH:7]=[CH:6][C:5]([C:8]([NH:10][N:11]=[C:12]([N:14]([CH3:16])C)[CH3:13])=O)=[CH:4][CH:3]=1.NC[C@@H:19]1[CH2:23][CH2:22][N:21]([C:24]([O:26][C:27]([CH3:30])([CH3:29])[CH3:28])=[O:25])[CH2:20]1. The catalyst is C(Cl)Cl. The product is [Br:1][C:2]1[CH:3]=[CH:4][C:5]([C:8]2[N:14]([CH2:16][C@@H:23]3[CH2:19][CH2:20][N:21]([C:24]([O:26][C:27]([CH3:30])([CH3:29])[CH3:28])=[O:25])[CH2:22]3)[C:12]([CH3:13])=[N:11][N:10]=2)=[CH:6][CH:7]=1. The yield is 0.580. (3) The reactants are CN([CH:4]=[O:5])C.O=P(Cl)(Cl)Cl.[CH2:11]1[O:22][C:21]2[CH:20]=[C:19]3[C:15]([CH:16]=[CH:17][NH:18]3)=[CH:14][C:13]=2[O:12]1.[OH-].[Na+]. The catalyst is C(OCC)C.O. The product is [CH2:11]1[O:22][C:21]2[CH:20]=[C:19]3[C:15]([C:16]([CH:4]=[O:5])=[CH:17][NH:18]3)=[CH:14][C:13]=2[O:12]1. The yield is 0.690. (4) The reactants are [CH2:1](OCC)C.C[Mg]Br.[C:9]([C:13]1[CH:18]=[CH:17][C:16]([C:19]2[S:20][CH:21]=[C:22]([CH:28]=[O:29])[C:23]=2[O:24][CH2:25][O:26][CH3:27])=[CH:15][CH:14]=1)([CH3:12])([CH3:11])[CH3:10].[Cl-].[NH4+]. The catalyst is C1COCC1. The product is [C:9]([C:13]1[CH:18]=[CH:17][C:16]([C:19]2[S:20][CH:21]=[C:22]([CH:28]([OH:29])[CH3:1])[C:23]=2[O:24][CH2:25][O:26][CH3:27])=[CH:15][CH:14]=1)([CH3:12])([CH3:10])[CH3:11]. The yield is 0.800. (5) The reactants are FC(F)(F)C([N:5]([CH2:15][CH:16]1[CH2:21][CH2:20][N:19]([CH2:22][CH2:23][OH:24])[CH2:18][CH2:17]1)[C@@H:6]1[CH2:8][C@H:7]1[C:9]1[CH:14]=[CH:13][CH:12]=[CH:11][CH:10]=1)=O.[OH-].[Na+].C(OCC)(=O)C. The catalyst is C(O)C. The product is [C:9]1([C@@H:7]2[CH2:8][C@H:6]2[NH:5][CH2:15][CH:16]2[CH2:21][CH2:20][N:19]([CH2:22][CH2:23][OH:24])[CH2:18][CH2:17]2)[CH:10]=[CH:11][CH:12]=[CH:13][CH:14]=1. The yield is 0.321. (6) The reactants are [CH2:1]([O:8][C:9]1[CH:14]=[CH:13][C:12]([S:15](Cl)(=[O:17])=[O:16])=[CH:11][C:10]=1[I:19])[C:2]1[CH:7]=[CH:6][CH:5]=[CH:4][CH:3]=1.[C:20]([NH2:24])([CH3:23])([CH3:22])[CH3:21].O. The catalyst is CCCCCC. The product is [CH2:1]([O:8][C:9]1[CH:14]=[CH:13][C:12]([S:15]([NH:24][C:20]([CH3:23])([CH3:22])[CH3:21])(=[O:17])=[O:16])=[CH:11][C:10]=1[I:19])[C:2]1[CH:7]=[CH:6][CH:5]=[CH:4][CH:3]=1. The yield is 0.940.